Dataset: Catalyst prediction with 721,799 reactions and 888 catalyst types from USPTO. Task: Predict which catalyst facilitates the given reaction. (1) Reactant: Br[C:2]1[CH:7]=[CH:6][C:5]([Cl:8])=[CH:4][C:3]=1[O:9][CH2:10][C:11]1[CH:16]=[CH:15][CH:14]=[CH:13][CH:12]=1.C([Li])CCC.C([O:25][B:26](OC(C)C)[O:27]C(C)C)(C)C. Product: [Cl:8][C:5]1[CH:6]=[CH:7][C:2]([B:26]([OH:27])[OH:25])=[C:3]([O:9][CH2:10][C:11]2[CH:16]=[CH:15][CH:14]=[CH:13][CH:12]=2)[CH:4]=1. The catalyst class is: 7. (2) Reactant: [S:1]1[CH:5]=[CH:4][N:3]=[C:2]1[C:6]1[N:11]=[CH:10][C:9]([C:12]([OH:14])=O)=[CH:8][N:7]=1.[Cl-].[F:16][C:17]1[CH:18]=[C:19]2[C:23](=[CH:24][CH:25]=1)[N:22]([NH3+:26])[CH:21]=[C:20]2[CH3:27].C(N(C(C)C)CC)(C)C.[Cl-].COC1N=C(OC)N=C([N+]2(C)CCOCC2)N=1. Product: [F:16][C:17]1[CH:18]=[C:19]2[C:23](=[CH:24][CH:25]=1)[N:22]([NH:26][C:12]([C:9]1[CH:10]=[N:11][C:6]([C:2]3[S:1][CH:5]=[CH:4][N:3]=3)=[N:7][CH:8]=1)=[O:14])[CH:21]=[C:20]2[CH3:27]. The catalyst class is: 3. (3) Product: [NH2:16][C:4]1[N:3]=[C:2]([NH:17][CH2:18][CH2:19][C:20]2[CH:21]=[CH:22][C:23]([S:26]([N:29]([CH3:30])[CH3:31])(=[O:28])=[O:27])=[CH:24][CH:25]=2)[CH:7]=[C:6]([C:8]2[CH:13]=[CH:12][CH:11]=[C:10]([CH3:14])[C:9]=2[CH3:15])[N:5]=1. The catalyst class is: 51. Reactant: Cl[C:2]1[CH:7]=[C:6]([C:8]2[CH:13]=[CH:12][CH:11]=[C:10]([CH3:14])[C:9]=2[CH3:15])[N:5]=[C:4]([NH2:16])[N:3]=1.[NH2:17][CH2:18][CH2:19][C:20]1[CH:25]=[CH:24][C:23]([S:26]([N:29]([CH3:31])[CH3:30])(=[O:28])=[O:27])=[CH:22][CH:21]=1.C(N(CC)C(C)C)(C)C.CO. (4) Reactant: [C:1]([N:8]1[CH2:13][CH2:12][NH:11][C:10](=[O:14])[CH2:9]1)([O:3][C:4]([CH3:7])([CH3:6])[CH3:5])=[O:2].[C:15]([C:17]1[CH:18]=[C:19]([CH:22]=[CH:23][CH:24]=1)[CH2:20]Br)#[N:16].[H-].[Na+].C(O)(=O)C. The catalyst class is: 3. Product: [C:15]([C:17]1[CH:18]=[C:19]([CH:22]=[CH:23][CH:24]=1)[CH2:20][N:11]1[CH2:12][CH2:13][N:8]([C:1]([O:3][C:4]([CH3:7])([CH3:6])[CH3:5])=[O:2])[CH2:9][C:10]1=[O:14])#[N:16]. (5) Reactant: [CH:1]1([CH2:4][O:5][C:6]2[CH:7]=[CH:8][C:9]3[C:13]([CH:14]=2)=[N:12][N:11]([C:15]2[CH:31]=[CH:30][C:18]([O:19]S(C(F)(F)C(OC)=O)(=O)=O)=[CH:17][CH:16]=2)[C:10]=3[C:32]([F:35])([F:34])[F:33])[CH2:3][CH2:2]1.CO.C[O-].[Na+].[Cl-].[NH4+]. Product: [CH:1]1([CH2:4][O:5][C:6]2[CH:7]=[CH:8][C:9]3[C:13]([CH:14]=2)=[N:12][N:11]([C:15]2[CH:31]=[CH:30][C:18]([OH:19])=[CH:17][CH:16]=2)[C:10]=3[C:32]([F:34])([F:35])[F:33])[CH2:3][CH2:2]1. The catalyst class is: 5. (6) The catalyst class is: 3. Product: [CH2:10]([N:6]1[C:5]([Br:7])=[N:4][N:3]=[C:2]1[Br:1])[C:11]1[CH:16]=[CH:15][CH:14]=[CH:13][CH:12]=1. Reactant: [Br:1][C:2]1[NH:6][C:5]([Br:7])=[N:4][N:3]=1.[H-].[Na+].[CH2:10](Br)[C:11]1[CH:16]=[CH:15][CH:14]=[CH:13][CH:12]=1. (7) Reactant: [CH2:1]([CH:3]([CH2:22][CH2:23][CH2:24][CH3:25])[CH2:4][N:5]1[C:17]2[C:12](=[CH:13][CH:14]=[C:15]3[CH:21]=[CH:20][CH:19]=[CH:18][C:16]3=2)[C:11]2[C:6]1=[CH:7][CH:8]=[CH:9][CH:10]=2)[CH3:2].[CH3:26][C:27]1[CH:35]=[C:34]([CH3:36])[CH:33]=[C:32]([CH3:37])[C:28]=1[C:29](Cl)=[O:30].[Al+3].[Cl-].[Cl-].[Cl-].[F:42][C:43]1[CH:51]=[CH:50][CH:49]=[CH:48][C:44]=1[C:45](Cl)=[O:46]. Product: [CH2:1]([CH:3]([CH2:22][CH2:23][CH2:24][CH3:25])[CH2:4][N:5]1[C:17]2[C:12](=[CH:13][C:14]([C:29]([C:28]3[C:27]([CH3:26])=[CH:35][C:34]([CH3:36])=[CH:33][C:32]=3[CH3:37])=[O:30])=[C:15]3[CH:21]=[CH:20][CH:19]=[CH:18][C:16]3=2)[C:11]2[C:6]1=[CH:7][CH:8]=[C:9]([C:45](=[O:46])[C:44]1[CH:48]=[CH:49][CH:50]=[CH:51][C:43]=1[F:42])[CH:10]=2)[CH3:2]. The catalyst class is: 2.